From a dataset of Full USPTO retrosynthesis dataset with 1.9M reactions from patents (1976-2016). Predict the reactants needed to synthesize the given product. (1) The reactants are: [F:1][CH:2]([F:39])[C:3]1[CH:8]=[CH:7][N:6]=[C:5]([NH:9][C:10]2[CH:11]=[C:12]([C:17]3[CH:18]=[N:19][C:20]([CH:23](OS(C)(=O)=O)[C@H:24]4[CH2:29][CH2:28][C@H:27]([C:30]([O:32][CH3:33])=[O:31])[CH2:26][CH2:25]4)=[N:21][CH:22]=3)[CH:13]=[C:14]([CH3:16])[CH:15]=2)[N:4]=1. Given the product [F:39][CH:2]([F:1])[C:3]1[CH:8]=[CH:7][N:6]=[C:5]([NH:9][C:10]2[CH:11]=[C:12]([C:17]3[CH:22]=[N:21][C:20]([CH2:23][C@H:24]4[CH2:29][CH2:28][C@H:27]([C:30]([O:32][CH3:33])=[O:31])[CH2:26][CH2:25]4)=[N:19][CH:18]=3)[CH:13]=[C:14]([CH3:16])[CH:15]=2)[N:4]=1, predict the reactants needed to synthesize it. (2) Given the product [F:18][C:19]1[CH:20]=[CH:21][C:22]([CH:25]([C:27]2[CH:32]=[CH:31][C:30]([F:33])=[CH:29][CH:28]=2)[O:1][C:2]2[CH:14]=[CH:13][C:12]([N+:15]([O-:17])=[O:16])=[CH:11][C:3]=2[C:4]([O:6][C:7]([CH3:10])([CH3:9])[CH3:8])=[O:5])=[CH:23][CH:24]=1, predict the reactants needed to synthesize it. The reactants are: [OH:1][C:2]1[CH:14]=[CH:13][C:12]([N+:15]([O-:17])=[O:16])=[CH:11][C:3]=1[C:4]([O:6][C:7]([CH3:10])([CH3:9])[CH3:8])=[O:5].[F:18][C:19]1[CH:24]=[CH:23][C:22]([CH:25]([C:27]2[CH:32]=[CH:31][C:30]([F:33])=[CH:29][CH:28]=2)O)=[CH:21][CH:20]=1.C1(P(C2C=CC=CC=2)C2C=CC=CC=2)C=CC=CC=1. (3) Given the product [C:3]([NH:1][OH:2])([O:5][C:6]([CH3:9])([CH3:8])[CH3:7])=[O:4], predict the reactants needed to synthesize it. The reactants are: [NH2:1][OH:2].[C:3](O[C:3]([O:5][C:6]([CH3:9])([CH3:8])[CH3:7])=[O:4])([O:5][C:6]([CH3:9])([CH3:8])[CH3:7])=[O:4].C(OCC)(=O)C. (4) Given the product [CH3:24][O:23][C:5]1[CH:6]=[C:7]2[C:12](=[CH:13][CH:4]=1)[NH:11][C:10](=[O:14])[N:9]([CH2:15][O:16][C:17](=[O:22])[C:18]([CH3:20])([CH3:19])[CH3:21])[CH2:8]2, predict the reactants needed to synthesize it. The reactants are: O1CC1C[C:4]1[CH:13]=[C:12]2[C:7]([CH2:8][N:9]([CH2:15][O:16][C:17](=[O:22])[C:18]([CH3:21])([CH3:20])[CH3:19])[C:10](=[O:14])[NH:11]2)=[CH:6][C:5]=1[O:23][CH3:24].C(NC)(C)C. (5) The reactants are: [F:1][C:2]([F:30])([F:29])[C:3]1[CH:4]=[C:5]([NH:9][C:10]2[C:11]3[N:28]=[CH:27][S:26][C:12]=3[N:13]=[C:14]([C:16]3[CH:17]=[C:18]([CH:23]=[CH:24][CH:25]=3)[C:19]([O:21]C)=[O:20])[N:15]=2)[CH:6]=[CH:7][CH:8]=1.[OH-].[Na+].Cl. Given the product [F:30][C:2]([F:1])([F:29])[C:3]1[CH:4]=[C:5]([NH:9][C:10]2[C:11]3[N:28]=[CH:27][S:26][C:12]=3[N:13]=[C:14]([C:16]3[CH:17]=[C:18]([CH:23]=[CH:24][CH:25]=3)[C:19]([OH:21])=[O:20])[N:15]=2)[CH:6]=[CH:7][CH:8]=1, predict the reactants needed to synthesize it. (6) Given the product [CH3:13][O:12][C:7]1[CH:6]=[C:5]2[C:10]([CH:11]=[C:2]([C:20]3[CH:19]=[CH:18][CH:17]=[C:16]([O:15][CH3:14])[CH:21]=3)[CH:3]=[N:4]2)=[CH:9][CH:8]=1, predict the reactants needed to synthesize it. The reactants are: Br[C:2]1[CH:3]=[N:4][C:5]2[C:10]([CH:11]=1)=[CH:9][CH:8]=[C:7]([O:12][CH3:13])[CH:6]=2.[CH3:14][O:15][C:16]1[CH:17]=[C:18](OB(O)O)[CH:19]=[CH:20][CH:21]=1.